From a dataset of Reaction yield outcomes from USPTO patents with 853,638 reactions. Predict the reaction yield, written as a fraction of the theoretical maximum amount of product (1.0 means a 100% yield; for example, 0.34 means a 34% yield). (1) The reactants are P(Br)(Br)([Br:3])=O.O[C:7]1[C:12]([N+:13]([O-:15])=[O:14])=[CH:11][C:10]([CH3:16])=[CH:9][N:8]=1. The catalyst is CN(C=O)C. The product is [Br:3][C:7]1[C:12]([N+:13]([O-:15])=[O:14])=[CH:11][C:10]([CH3:16])=[CH:9][N:8]=1. The yield is 0.860. (2) The reactants are [C:1]1([CH2:7][CH2:8][CH2:9][CH2:10]O)[CH:6]=[CH:5][CH:4]=[CH:3][CH:2]=1.C1C=CC(P(C2C=CC=CC=2)C2C=CC=CC=2)=CC=1.N1C=CN=C1.[I:36]I. The catalyst is C1(C)C=CC=CC=1. The product is [I:36][CH2:10][CH2:9][CH2:8][CH2:7][C:1]1[CH:6]=[CH:5][CH:4]=[CH:3][CH:2]=1. The yield is 1.00. (3) The reactants are [NH2:1][CH:2]1[CH2:7][CH2:6][CH2:5][N:4]([C:8]2[CH:13]=[CH:12][N:11]=[C:10]([NH:14][C:15]3[CH:20]=[CH:19][CH:18]=[CH:17][C:16]=3[N+:21]([O-:23])=[O:22])[N:9]=2)[CH2:3]1.[CH2:24]([S:27](Cl)(=[O:29])=[O:28])[CH2:25][CH3:26].C(N(CC)CC)C. The catalyst is C(Cl)Cl. The product is [N+:21]([C:16]1[CH:17]=[CH:18][CH:19]=[CH:20][C:15]=1[NH:14][C:10]1[N:9]=[C:8]([N:4]2[CH2:5][CH2:6][CH2:7][CH:2]([NH:1][S:27]([CH2:24][CH2:25][CH3:26])(=[O:29])=[O:28])[CH2:3]2)[CH:13]=[CH:12][N:11]=1)([O-:23])=[O:22]. The yield is 0.240.